Task: Predict the reactants needed to synthesize the given product.. Dataset: Full USPTO retrosynthesis dataset with 1.9M reactions from patents (1976-2016) (1) Given the product [OH:1][C:2]1[CH:10]=[C:9]([NH:11][S:12]([C:15]2[C:19]([Cl:20])=[C:18]([Cl:21])[S:17][C:16]=2[Cl:22])(=[O:14])=[O:13])[CH:8]=[CH:7][C:3]=1[C:4]([O:6][CH2:26][CH2:25][O:24][CH3:23])=[O:5], predict the reactants needed to synthesize it. The reactants are: [OH:1][C:2]1[CH:10]=[C:9]([NH:11][S:12]([C:15]2[C:19]([Cl:20])=[C:18]([Cl:21])[S:17][C:16]=2[Cl:22])(=[O:14])=[O:13])[CH:8]=[CH:7][C:3]=1[C:4]([OH:6])=[O:5].[CH3:23][O:24][CH:25](O)[CH3:26]. (2) The reactants are: [C@H:1]1([NH:10][C:11]2[CH:20]=[CH:19][C:18]3[C:13](=[CH:14][CH:15]=[C:16]([NH2:21])[CH:17]=3)[N:12]=2)[C:9]2[C:4](=[CH:5][CH:6]=[CH:7][CH:8]=2)[CH2:3][CH2:2]1.[F:22][C:23]([F:34])([F:33])[C:24]1[CH:29]=[CH:28][C:27]([N:30]=[C:31]=[O:32])=[CH:26][CH:25]=1. Given the product [C@H:1]1([NH:10][C:11]2[CH:20]=[CH:19][C:18]3[C:13](=[CH:14][CH:15]=[C:16]([NH:21][C:31]([NH:30][C:27]4[CH:26]=[CH:25][C:24]([C:23]([F:22])([F:33])[F:34])=[CH:29][CH:28]=4)=[O:32])[CH:17]=3)[N:12]=2)[C:9]2[C:4](=[CH:5][CH:6]=[CH:7][CH:8]=2)[CH2:3][CH2:2]1, predict the reactants needed to synthesize it. (3) Given the product [CH3:60][O:59][C:54]1[CH:55]=[CH:56][CH:57]=[CH:58][C:53]=1[N:52]1[C:1](=[O:3])[NH:49][C:41]2[C:40]1=[N:39][C:38]([NH:37][C@H:34]1[CH2:35][CH2:36][NH:32][CH2:33]1)=[N:43][C:42]=2[C:44]([NH2:68])=[O:45], predict the reactants needed to synthesize it. The reactants are: [CH2:1]([O:3]C(C1C([N+]([O-])=O)=C(NC2C=CC=CC=2OC)N=C(Cl)N=1)=O)C.C(OC([N:32]1[CH2:36][CH2:35][C@H:34]([NH:37][C:38]2[N:43]=[C:42]([C:44](OCC)=[O:45])[C:41]([N+:49]([O-])=O)=[C:40]([NH:52][C:53]3[CH:58]=[CH:57][CH:56]=[CH:55][C:54]=3[O:59][CH3:60])[N:39]=2)[CH2:33]1)=O)(C)(C)C.C([N:68]1CCC(N)C1)(OC(C)(C)C)=O.C(N(C(C)C)CC)(C)C. (4) Given the product [NH2:9][C:8]1[CH:7]=[CH:6][C:5]([C:12]([C:16]2[CH:21]=[C:20]([O:22][CH3:23])[C:19]([O:24][CH3:25])=[C:18]([O:26][CH3:27])[CH:17]=2)=[CH:13][C:14]#[N:15])=[CH:4][C:3]=1[O:2][CH3:1], predict the reactants needed to synthesize it. The reactants are: [CH3:1][O:2][C:3]1[CH:4]=[C:5]([C:12]([C:16]2[CH:21]=[C:20]([O:22][CH3:23])[C:19]([O:24][CH3:25])=[C:18]([O:26][CH3:27])[CH:17]=2)=[CH:13][C:14]#[N:15])[CH:6]=[CH:7][C:8]=1[N+:9]([O-])=O.O.O.[Sn](Cl)(Cl)(Cl)Cl.[OH-].[Na+]. (5) Given the product [Cl:1][C:2]1[C:7]([Cl:8])=[C:6]([S:9](=[O:18])(=[O:19])[NH:10][C@@H:11]([CH2:16][CH3:17])[C:12]([F:13])([F:15])[F:14])[CH:5]=[CH:4][C:3]=1[C:20]1[S:24][C:23]([C:25]2[O:29][C:28]([CH2:30][C:31]([CH3:37])([CH3:36])[C:32]([OH:34])=[O:33])=[N:27][N:26]=2)=[N:22][C:21]=1[CH2:38][N:39]1[CH2:44][CH2:43][CH2:42][C:41]([F:45])([F:46])[CH2:40]1, predict the reactants needed to synthesize it. The reactants are: [Cl:1][C:2]1[C:7]([Cl:8])=[C:6]([S:9](=[O:19])(=[O:18])[NH:10][C@@H:11]([CH2:16][CH3:17])[C:12]([F:15])([F:14])[F:13])[CH:5]=[CH:4][C:3]=1[C:20]1[S:24][C:23]([C:25]2[O:29][C:28]([CH2:30][C:31]([CH3:37])([CH3:36])[C:32]([O:34]C)=[O:33])=[N:27][N:26]=2)=[N:22][C:21]=1[CH2:38][N:39]1[CH2:44][CH2:43][CH2:42][C:41]([F:46])([F:45])[CH2:40]1.O[Li].O. (6) The reactants are: [Cl:1][C:2]1[CH:3]=[C:4](/[CH:9]=[CH:10]/[C:11]([N:13]2[CH2:19][CH2:18][C:17](=[O:20])[NH:16][CH2:15][CH2:14]2)=[O:12])[CH:5]=[CH:6][C:7]=1[Cl:8].[Cl:21][CH2:22][CH2:23][CH2:24][CH2:25]I. Given the product [Cl:21][CH2:22][CH2:23][CH2:24][CH2:25][N:16]1[C:17](=[O:20])[CH2:18][CH2:19][N:13]([C:11](=[O:12])/[CH:10]=[CH:9]/[C:4]2[CH:5]=[CH:6][C:7]([Cl:8])=[C:2]([Cl:1])[CH:3]=2)[CH2:14][CH2:15]1, predict the reactants needed to synthesize it. (7) Given the product [Cl:1][C:2]1[CH:3]=[C:4](/[CH:5]=[CH:15]/[C:16]([OH:18])=[O:17])[CH:7]=[C:8]([S:10]([CH3:13])(=[O:12])=[O:11])[CH:9]=1, predict the reactants needed to synthesize it. The reactants are: [Cl:1][C:2]1[CH:3]=[C:4]([CH:7]=[C:8]([S:10]([CH3:13])(=[O:12])=[O:11])[CH:9]=1)[CH:5]=O.C(O)(=O)[CH2:15][C:16]([OH:18])=[O:17].N1CCCCC1.Cl.